Dataset: Peptide-MHC class II binding affinity with 134,281 pairs from IEDB. Task: Regression. Given a peptide amino acid sequence and an MHC pseudo amino acid sequence, predict their binding affinity value. This is MHC class II binding data. The peptide sequence is MADDMERIFKRFDTN. The MHC is DRB1_0401 with pseudo-sequence DRB1_0401. The binding affinity (normalized) is 0.606.